Dataset: Reaction yield outcomes from USPTO patents with 853,638 reactions. Task: Predict the reaction yield, written as a fraction of the theoretical maximum amount of product (1.0 means a 100% yield; for example, 0.34 means a 34% yield). The reactants are [NH:1]1[C:9]2[C:4](=[CH:5][CH:6]=[CH:7][CH:8]=2)[C:3]([C:10]([O:12][CH2:13][CH3:14])=[O:11])=[N:2]1.[N+:15]([O-])([OH:17])=[O:16]. The catalyst is S(=O)(=O)(O)O. The product is [N+:15]([C:6]1[CH:5]=[C:4]2[C:9](=[CH:8][CH:7]=1)[NH:1][N:2]=[C:3]2[C:10]([O:12][CH2:13][CH3:14])=[O:11])([O-:17])=[O:16]. The yield is 0.530.